From a dataset of Full USPTO retrosynthesis dataset with 1.9M reactions from patents (1976-2016). Predict the reactants needed to synthesize the given product. (1) The reactants are: [CH:1]1[CH:6]=[CH:5][CH:4]=[CH:3][CH:2]=1.[C:7](Cl)(=[O:11])/[CH:8]=[CH:9]/[CH3:10].[Cl-].[Al+3].[Cl-].[Cl-]. Given the product [C:7]([C:1]1[CH:6]=[CH:5][CH:4]=[CH:3][CH:2]=1)(=[O:11])/[CH:8]=[CH:9]/[CH3:10], predict the reactants needed to synthesize it. (2) The reactants are: [CH3:1][C:2]1([CH3:15])[C:11]2[C:6]3=[C:7]([NH:12][C:13](=[O:14])[N:5]3[CH2:4][CH2:3]1)[CH:8]=[CH:9][CH:10]=2.[H-].[Na+].Br[CH2:19]/[CH:20]=[CH:21]\[C@H:22]1[CH2:26][O:25][C:24]([CH3:28])([CH3:27])[O:23]1.O. Given the product [CH3:27][C:24]1([CH3:28])[O:23][C@@H:22](/[CH:21]=[CH:20]\[CH2:19][N:12]2[C:7]3=[C:6]4[C:11](=[CH:10][CH:9]=[CH:8]3)[C:2]([CH3:15])([CH3:1])[CH2:3][CH2:4][N:5]4[C:13]2=[O:14])[CH2:26][O:25]1, predict the reactants needed to synthesize it. (3) Given the product [C:1]([C:5]1[CH:9]=[C:8]([NH:10][C:11]([NH:13][C@@H:14]2[C:23]3[C:18](=[CH:19][CH:20]=[CH:21][CH:22]=3)[C@H:17]([O:24][C:25]3[CH:26]=[CH:27][C:28]4[N:29]([C:31]([C:34]5[C:39]([Cl:40])=[CH:38][CH:37]=[CH:36][C:35]=5[Cl:41])=[N:32][N:33]=4)[CH:30]=3)[CH2:16][CH2:15]2)=[O:12])[N:7]([CH2:42][CH2:43][N:50]([CH3:51])[CH3:49])[N:6]=1)([CH3:3])([CH3:2])[CH3:4], predict the reactants needed to synthesize it. The reactants are: [C:1]([C:5]1[CH:9]=[C:8]([NH:10][C:11]([NH:13][C@@H:14]2[C:23]3[C:18](=[CH:19][CH:20]=[CH:21][CH:22]=3)[C@H:17]([O:24][C:25]3[CH:26]=[CH:27][C:28]4[N:29]([C:31]([C:34]5[C:39]([Cl:40])=[CH:38][CH:37]=[CH:36][C:35]=5[Cl:41])=[N:32][N:33]=4)[CH:30]=3)[CH2:16][CH2:15]2)=[O:12])[N:7]([CH2:42][CH2:43]OS(C)(=O)=O)[N:6]=1)([CH3:4])([CH3:3])[CH3:2].[CH3:49][NH:50][CH3:51]. (4) Given the product [CH2:11]([N:18]1[CH2:23][CH2:22][N:21]([C:24]2[CH:25]=[CH:26][C:27]([CH:30]([CH3:32])[CH3:31])=[CH:28][CH:29]=2)[CH:20]([CH2:33][O:8][C:5]2[CH:6]=[CH:7][C:2]([Cl:1])=[CH:3][CH:4]=2)[CH2:19]1)[C:12]1[CH:13]=[CH:14][CH:15]=[CH:16][CH:17]=1, predict the reactants needed to synthesize it. The reactants are: [Cl:1][C:2]1[CH:7]=[CH:6][C:5]([OH:8])=[CH:4][CH:3]=1.[H-].[Na+].[CH2:11]([N:18]1[CH2:23][CH2:22][N:21]([C:24]2[CH:29]=[CH:28][C:27]([CH:30]([CH3:32])[CH3:31])=[CH:26][CH:25]=2)[CH:20]([CH2:33]OS(C)(=O)=O)[CH2:19]1)[C:12]1[CH:17]=[CH:16][CH:15]=[CH:14][CH:13]=1.O. (5) Given the product [C@@H:66]1([O:65][C@@H:55]2[C@@H:54]([CH2:97][OH:98])[O:53][C@H:10]([O:11][C@H:12]3[C@H:16]([OH:17])[C@@H:15]([CH2:25][OH:26])[NH:14][C@@H:13]3[CH2:44][OH:45])[C@H:9]([OH:8])[C@H:56]2[OH:57])[O:95][C@H:94]([CH3:96])[C@@H:85]([OH:86])[C@H:76]([OH:77])[C@H:67]1[OH:68], predict the reactants needed to synthesize it. The reactants are: C([O:8][C@@H:9]1[C@@H:56]([O:57]CC2C=CC=CC=2)[C@H:55]([O:65][C@@H:66]2[O:95][C@H:94]([CH3:96])[C@@H:85]([O:86]CC3C=CC=CC=3)[C@H:76]([O:77]CC3C=CC=CC=3)[C@H:67]2[O:68]CC2C=CC=CC=2)[C@@H:54]([CH2:97][O:98]CC2C=CC=CC=2)[O:53][C@@H:10]1[O:11][C@H:12]1[C@H:16]([O:17]CC2C=CC=CC=2)[C@@H:15]([CH2:25][O:26]CC2C=CC=CC=2)[N:14](C(OCC2C=CC=CC=2)=O)[C@@H:13]1[CH2:44][O:45]CC1C=CC=CC=1)C1C=CC=CC=1. (6) Given the product [S:20]1[C:28]2[CH2:27][CH2:26][N:25]([C:2]3[N:7]=[CH:6][N:5]=[C:4]([NH:8][C:9]4[CH:10]=[C:11]([CH2:15][S:16]([NH2:19])(=[O:18])=[O:17])[CH:12]=[CH:13][CH:14]=4)[N:3]=3)[CH2:24][C:23]=2[CH:22]=[CH:21]1, predict the reactants needed to synthesize it. The reactants are: Cl[C:2]1[N:7]=[CH:6][N:5]=[C:4]([NH:8][C:9]2[CH:10]=[C:11]([CH2:15][S:16]([NH2:19])(=[O:18])=[O:17])[CH:12]=[CH:13][CH:14]=2)[N:3]=1.[S:20]1[C:28]2[CH2:27][CH2:26][NH:25][CH2:24][C:23]=2[CH:22]=[CH:21]1. (7) Given the product [CH:5]1([C:11]2[C:12]3[CH:13]=[CH:14][C:15]([C:47](=[O:49])[NH:56][S:53]([CH:51]([CH3:52])[CH3:50])(=[O:55])=[O:54])=[CH:16][C:17]=3[N:18]3[CH2:24][C:23]([C:25]4[N:29]([CH:30]5[CH2:31][CH2:32]5)[N:28]=[C:27]([CH:33]([CH3:35])[CH3:34])[C:26]=4[C:36]([O:38][CH2:39][CH3:40])=[O:37])=[CH:22][C:21]4[CH:41]=[C:42]([O:45][CH3:46])[CH:43]=[CH:44][C:20]=4[C:19]=23)[CH2:10][CH2:9][CH2:8][CH2:7][CH2:6]1, predict the reactants needed to synthesize it. The reactants are: C(Cl)CCl.[CH:5]1([C:11]2[C:12]3[CH:13]=[CH:14][C:15]([C:47]([OH:49])=O)=[CH:16][C:17]=3[N:18]3[CH2:24][C:23]([C:25]4[N:29]([CH:30]5[CH2:32][CH2:31]5)[N:28]=[C:27]([CH:33]([CH3:35])[CH3:34])[C:26]=4[C:36]([O:38][CH2:39][CH3:40])=[O:37])=[CH:22][C:21]4[CH:41]=[C:42]([O:45][CH3:46])[CH:43]=[CH:44][C:20]=4[C:19]=23)[CH2:10][CH2:9][CH2:8][CH2:7][CH2:6]1.[CH3:50][CH:51]([S:53]([NH2:56])(=[O:55])=[O:54])[CH3:52]. (8) Given the product [C:16]1([C:2]2[CH:15]=[N:14][C:5]3[NH:6][C:7]4[CH2:8][CH2:9][CH2:10][C:11](=[O:13])[C:12]=4[C:4]=3[CH:3]=2)[CH:21]=[CH:20][CH:19]=[CH:18][CH:17]=1, predict the reactants needed to synthesize it. The reactants are: Br[C:2]1[CH:15]=[N:14][C:5]2[NH:6][C:7]3[CH2:8][CH2:9][CH2:10][C:11](=[O:13])[C:12]=3[C:4]=2[CH:3]=1.[C:16]1(B(O)O)[CH:21]=[CH:20][CH:19]=[CH:18][CH:17]=1.C(=O)([O-])[O-].[Na+].[Na+].Cl. (9) Given the product [C:30]([O:29][C:27]([N:23]1[CH2:24][CH2:25][CH2:26][CH:22]1[C:19]1[N:18]([CH2:34][O:35][CH2:36][CH2:37][Si:38]([CH3:41])([CH3:40])[CH3:39])[C:17]([CH:14]2[CH2:13][CH2:12][NH:11][CH2:16][CH2:15]2)=[CH:21][N:20]=1)=[O:28])([CH3:33])([CH3:32])[CH3:31], predict the reactants needed to synthesize it. The reactants are: C(OC([N:11]1[CH2:16][CH2:15][CH:14]([C:17]2[N:18]([CH2:34][O:35][CH2:36][CH2:37][Si:38]([CH3:41])([CH3:40])[CH3:39])[C:19]([CH:22]3[CH2:26][CH2:25][CH2:24][N:23]3[C:27]([O:29][C:30]([CH3:33])([CH3:32])[CH3:31])=[O:28])=[N:20][CH:21]=2)[CH2:13][CH2:12]1)=O)C1C=CC=CC=1. (10) Given the product [O:11]1[C:12]2[CH:17]=[CH:16][CH:15]=[CH:14][C:13]=2[C:9]([C:7]2[CH:8]=[C:3]([CH2:1][CH3:2])[C:4]([OH:20])=[CH:5][C:6]=2[OH:18])=[N:10]1, predict the reactants needed to synthesize it. The reactants are: [CH2:1]([C:3]1[C:4]([O:20]C)=[CH:5][C:6]([O:18]C)=[C:7]([C:9]2[C:13]3[CH:14]=[CH:15][CH:16]=[CH:17][C:12]=3[O:11][N:10]=2)[CH:8]=1)[CH3:2].B(Br)(Br)Br.